Dataset: Full USPTO retrosynthesis dataset with 1.9M reactions from patents (1976-2016). Task: Predict the reactants needed to synthesize the given product. (1) Given the product [S:15]1[CH:19]=[CH:18][C:17]([CH2:20][NH:21][S:2]([C:5]2[CH:14]=[CH:13][C:8]([C:9]([O:11][CH3:12])=[O:10])=[CH:7][CH:6]=2)(=[O:4])=[O:3])=[CH:16]1, predict the reactants needed to synthesize it. The reactants are: Cl[S:2]([C:5]1[CH:14]=[CH:13][C:8]([C:9]([O:11][CH3:12])=[O:10])=[CH:7][CH:6]=1)(=[O:4])=[O:3].[S:15]1[CH:19]=[CH:18][C:17]([CH2:20][NH2:21])=[CH:16]1. (2) Given the product [Cl:1][C:2]1[CH:7]=[CH:6][C:5]([N:8]2[C:12](=[S:60])[NH:11][N:10]=[C:9]2[C:14]2[N:18]3[CH:19]=[CH:20][CH:21]=[CH:22][C:17]3=[N:16][C:15]=2[C:23]2[CH:28]=[C:27]([Cl:29])[CH:26]=[CH:25][C:24]=2[Cl:30])=[CH:4][CH:3]=1, predict the reactants needed to synthesize it. The reactants are: [Cl:1][C:2]1[CH:7]=[CH:6][C:5]([N:8]2[C:12](=O)[NH:11][N:10]=[C:9]2[C:14]2[N:18]3[CH:19]=[CH:20][CH:21]=[CH:22][C:17]3=[N:16][C:15]=2[C:23]2[CH:28]=[C:27]([Cl:29])[CH:26]=[CH:25][C:24]=2[Cl:30])=[CH:4][CH:3]=1.ClC1C=CC(NC(C2N3C=CC=CC3=NC=2C2C=C(Cl)C=CC=2Cl)=NN)=CC=1.C(N1C=CN=C1)(N1C=CN=C1)=[S:60]. (3) Given the product [OH:3][C@@H:4]1[CH2:21][CH2:20][C@@:19]2([CH3:22])[CH:6]([C:7](=[O:24])[CH2:8][C@@H:9]3[C@@H:18]2[CH2:17][CH2:16][C@@:14]2([CH3:15])[C@H:10]3[CH2:11][CH2:12][C:13]2=[O:23])[CH2:5]1, predict the reactants needed to synthesize it. The reactants are: C([O:3][C@@H:4]1[CH2:21][CH2:20][C@@:19]2([CH3:22])[CH:6]([C:7](=[O:24])[CH2:8][C@@H:9]3[C@@H:18]2[CH2:17][CH2:16][C@@:14]2([CH3:15])[C@H:10]3[CH2:11][CH2:12][C:13]2=[O:23])[CH2:5]1)=O.C([O-])([O-])=O.[K+].[K+].Cl. (4) Given the product [Cl:1][C:2]1[C:11](/[CH:12]=[N:21]/[S@@:19]([C:16]([CH3:18])([CH3:17])[CH3:15])=[O:20])=[CH:10][C:9]2[C:4](=[CH:5][C:6]([F:14])=[CH:7][CH:8]=2)[N:3]=1, predict the reactants needed to synthesize it. The reactants are: [Cl:1][C:2]1[C:11]([CH:12]=O)=[CH:10][C:9]2[C:4](=[CH:5][C:6]([F:14])=[CH:7][CH:8]=2)[N:3]=1.[CH3:15][C:16]([S@:19]([NH2:21])=[O:20])([CH3:18])[CH3:17].